This data is from Full USPTO retrosynthesis dataset with 1.9M reactions from patents (1976-2016). The task is: Predict the reactants needed to synthesize the given product. (1) The reactants are: C([N:3]1[CH2:8]COCC1)C.[CH3:9][O:10][C:11]1[CH:20]=[C:19]2[C:14]([C:15]([C:38]3[CH:43]=[CH:42][C:41]([O:44][CH3:45])=[CH:40][CH:39]=3)=[N:16][N:17]=[C:18]2[NH:21][CH:22]2[CH2:27][CH2:26][N:25]([CH2:28][C:29]3[CH:34]=[CH:33][C:32](C(O)=O)=[CH:31][CH:30]=3)[CH2:24][CH2:23]2)=[CH:13][CH:12]=1.[Cl:46]C(OCC)=[O:48].N. Given the product [ClH:46].[ClH:46].[CH3:9][O:10][C:11]1[CH:20]=[C:19]2[C:14]([C:15]([C:38]3[CH:39]=[CH:40][C:41]([O:44][CH3:45])=[CH:42][CH:43]=3)=[N:16][N:17]=[C:18]2[NH:21][CH:22]2[CH2:27][CH2:26][N:25]([CH2:28][C:29]3[CH:34]=[CH:33][C:32]([NH:3][CH:8]=[O:48])=[CH:31][CH:30]=3)[CH2:24][CH2:23]2)=[CH:13][CH:12]=1, predict the reactants needed to synthesize it. (2) Given the product [NH2:15][C:16]1[C:21]([C:22]([C:24]2[CH:29]=[C:28]([F:30])[CH:27]=[CH:26][C:25]=2[O:31][CH3:32])=[O:23])=[CH:20][N:19]=[C:18]([NH:2][CH:3]2[CH2:8][CH2:7][CH:6]([OH:9])[CH2:5][CH2:4]2)[N:17]=1, predict the reactants needed to synthesize it. The reactants are: Cl.[NH2:2][C@H:3]1[CH2:8][CH2:7][C@H:6]([OH:9])[CH2:5][CH2:4]1.C(=O)(O)[O-].[Na+].[NH2:15][C:16]1[C:21]([C:22]([C:24]2[CH:29]=[C:28]([F:30])[CH:27]=[CH:26][C:25]=2[O:31][CH3:32])=[O:23])=[CH:20][N:19]=[C:18](S(CC)(=O)=O)[N:17]=1.O.